The task is: Predict the reaction yield, written as a fraction of the theoretical maximum amount of product (1.0 means a 100% yield; for example, 0.34 means a 34% yield).. This data is from Reaction yield outcomes from USPTO patents with 853,638 reactions. (1) The yield is 0.540. The product is [F:6][C:7]1[CH:8]=[CH:9][C:10]([CH2:13][O:14][S:2]([CH3:1])(=[O:4])=[O:3])=[N:11][CH:12]=1. The catalyst is C(Cl)Cl. The reactants are [CH3:1][S:2](Cl)(=[O:4])=[O:3].[F:6][C:7]1[CH:8]=[CH:9][C:10]([CH2:13][OH:14])=[N:11][CH:12]=1.C(N(CC)CC)C. (2) The reactants are O[C:2]1[C:11]2[C:6](=[CH:7][C:8]([O:14][CH2:15][CH2:16][O:17][CH3:18])=[C:9]([O:12][CH3:13])[CH:10]=2)[N:5]=[N:4][CH:3]=1.CN(C=O)C.S(Cl)([Cl:26])=O. No catalyst specified. The product is [Cl:26][C:2]1[C:11]2[C:6](=[CH:7][C:8]([O:14][CH2:15][CH2:16][O:17][CH3:18])=[C:9]([O:12][CH3:13])[CH:10]=2)[N:5]=[N:4][CH:3]=1. The yield is 0.740. (3) The reactants are Br[C:2]1[CH:10]=[C:9]2[C:5]([CH:6]=[CH:7][NH:8]2)=[CH:4][CH:3]=1.N1[C:19]2[C:14](=[C:15]([C:20](C3C=CC=CC=3)=[CH:21][C:22]#[N:23])[CH:16]=[CH:17][CH:18]=2)C=C1. No catalyst specified. The product is [NH:8]1[C:9]2[C:5](=[CH:4][CH:3]=[C:2]([C:20]([C:15]3[CH:16]=[CH:17][CH:18]=[CH:19][CH:14]=3)=[CH:21][C:22]#[N:23])[CH:10]=2)[CH:6]=[CH:7]1. The yield is 0.610. (4) The reactants are Br[CH2:2][C:3]1[CH:8]=[CH:7][CH:6]=[C:5]([O:9][CH3:10])[CH:4]=1.[O:11]1[CH:15]=[CH:14][CH:13]=[C:12]1[CH2:16][NH:17][S:18]([C:21]1[CH:29]=[CH:28][C:24]([C:25]([OH:27])=[O:26])=[CH:23][CH:22]=1)(=[O:20])=[O:19]. No catalyst specified. The product is [O:11]1[CH:15]=[CH:14][CH:13]=[C:12]1[CH2:16][N:17]([CH2:2][C:3]1[CH:8]=[CH:7][CH:6]=[C:5]([O:9][CH3:10])[CH:4]=1)[S:18]([C:21]1[CH:29]=[CH:28][C:24]([C:25]([OH:27])=[O:26])=[CH:23][CH:22]=1)(=[O:20])=[O:19]. The yield is 0.350. (5) The reactants are [Mg].[CH2:2]([O:9][C:10]1[CH:11]=[C:12](Br)[CH:13]=[CH:14][CH:15]=1)[C:3]1[CH:8]=[CH:7][CH:6]=[CH:5][CH:4]=1.[Br-].II.[O:20]=[C:21]1[CH2:26][CH2:25][N:24]([C:27]([O:29][C:30]([CH3:33])([CH3:32])[CH3:31])=[O:28])[CH2:23][CH2:22]1. The catalyst is C1COCC1. The product is [CH2:2]([O:9][C:10]1[CH:11]=[C:12]([C:21]2([OH:20])[CH2:22][CH2:23][N:24]([C:27]([O:29][C:30]([CH3:32])([CH3:31])[CH3:33])=[O:28])[CH2:25][CH2:26]2)[CH:13]=[CH:14][CH:15]=1)[C:3]1[CH:8]=[CH:7][CH:6]=[CH:5][CH:4]=1. The yield is 0.610. (6) The reactants are [F:1][C:2]1[CH:7]=[CH:6][C:5]([N:8]2[CH2:13][CH2:12][O:11][CH2:10][CH2:9]2)=[CH:4][C:3]=1[NH:14]C(=O)OC(C)(C)C.Cl. No catalyst specified. The product is [F:1][C:2]1[CH:7]=[CH:6][C:5]([N:8]2[CH2:13][CH2:12][O:11][CH2:10][CH2:9]2)=[CH:4][C:3]=1[NH2:14]. The yield is 0.570.